This data is from Catalyst prediction with 721,799 reactions and 888 catalyst types from USPTO. The task is: Predict which catalyst facilitates the given reaction. Reactant: [C:1]1([C:7]2[O:8][C:9]([CH2:15][CH2:16][CH3:17])=[C:10]([CH2:12][CH2:13][OH:14])[N:11]=2)[CH:6]=[CH:5][CH:4]=[CH:3][CH:2]=1.C(N(CC)CC)C.CS(Cl)(=O)=O.[NH4+].[Cl-].C([O-])([O-])=O.[Cs+].[Cs+].[CH2:38]([O:40][C:41](=[O:53])[C:42]([O:45][C:46]1[CH:51]=[CH:50][C:49](O)=[CH:48][CH:47]=1)([CH3:44])[CH3:43])[CH3:39]. Product: [CH2:38]([O:40][C:41](=[O:53])[C:42]([CH3:44])([O:45][C:46]1[CH:51]=[CH:50][C:49]([O:14][CH2:13][CH2:12][C:10]2[N:11]=[C:7]([C:1]3[CH:2]=[CH:3][CH:4]=[CH:5][CH:6]=3)[O:8][C:9]=2[CH2:15][CH2:16][CH3:17])=[CH:48][CH:47]=1)[CH3:43])[CH3:39]. The catalyst class is: 59.